From a dataset of Reaction yield outcomes from USPTO patents with 853,638 reactions. Predict the reaction yield, written as a fraction of the theoretical maximum amount of product (1.0 means a 100% yield; for example, 0.34 means a 34% yield). (1) The reactants are Br[CH2:2][CH2:3][CH2:4][CH2:5][CH2:6][CH2:7][OH:8].[CH3:9][S:10]([OH:12])=[O:11].CCO.O. The catalyst is CO.C(Cl)Cl. The product is [CH3:9][S:10]([CH2:2][CH2:3][CH2:4][CH2:5][CH2:6][CH2:7][OH:8])(=[O:12])=[O:11]. The yield is 0.480. (2) The reactants are [F:1][C:2]1[C:10]2[N:9]=[C:8]([CH2:11][N:12]([CH:28]3[C:37]4[N:36]=[CH:35][CH:34]=[CH:33][C:32]=4[CH2:31][CH2:30][CH2:29]3)[CH2:13][CH2:14][CH2:15][CH2:16][N:17]3C(=O)C4C(=CC=CC=4)C3=O)[NH:7][C:6]=2[CH:5]=[CH:4][CH:3]=1.O.NN. The catalyst is C(O)C.C(OCC)C. The yield is 0.460. The product is [F:1][C:2]1[C:10]2[N:9]=[C:8]([CH2:11][N:12]([CH:28]3[C:37]4[N:36]=[CH:35][CH:34]=[CH:33][C:32]=4[CH2:31][CH2:30][CH2:29]3)[CH2:13][CH2:14][CH2:15][CH2:16][NH2:17])[NH:7][C:6]=2[CH:5]=[CH:4][CH:3]=1. (3) The reactants are [Br:1][C:2]1[CH:3]=[C:4]([NH:10][C:11]2[N:16]=[CH:15][C:14]([O:17][CH:18]3[CH2:21][N:20](C(OC(C)(C)C)=O)[CH2:19]3)=[CH:13][CH:12]=2)[C:5](=[O:9])[N:6]([CH3:8])[CH:7]=1.[ClH:29].O1CCOCC1. The catalyst is CO. The product is [ClH:29].[NH:20]1[CH2:21][CH:18]([O:17][C:14]2[CH:13]=[CH:12][C:11]([NH:10][C:4]3[C:5](=[O:9])[N:6]([CH3:8])[CH:7]=[C:2]([Br:1])[CH:3]=3)=[N:16][CH:15]=2)[CH2:19]1. The yield is 0.990.